From a dataset of hERG potassium channel inhibition data for cardiac toxicity prediction from Karim et al.. Regression/Classification. Given a drug SMILES string, predict its toxicity properties. Task type varies by dataset: regression for continuous values (e.g., LD50, hERG inhibition percentage) or binary classification for toxic/non-toxic outcomes (e.g., AMES mutagenicity, cardiotoxicity, hepatotoxicity). Dataset: herg_karim. (1) The result is 1 (blocker). The molecule is Nc1ccnc(N2CCC(n3c(=O)n(CC4CC4)c4cccnc43)CC2)c1. (2) The compound is Cc1nc2ccccc2n1C1C[C@H]2CC[C@H](C1)N2CCC1(c2cccc(F)c2)CCN(C(=O)c2cc(NS(=O)(=O)C(C)C)c(F)cc2F)CC1. The result is 1 (blocker). (3) The compound is CN1C[C@@H](N(Cc2ccccc2F)c2ccc(C#N)c(Cl)c2)CC1=O. The result is 1 (blocker). (4) The compound is Cc1ccc2c(N3CCN(CCc4cccc5c4OCc4c(C(=O)NC6CCC6)ncn4-5)CC3)cccc2n1. The result is 1 (blocker). (5) The molecule is CN1CCC[C@@H](c2nc3ccccc3n2CCOc2ccccc2)C1. The result is 1 (blocker). (6) The drug is CNCC[C@H](Oc1ccc(C(F)(F)F)cc1)c1ccccc1. The result is 1 (blocker). (7) The molecule is COc1cc2c(Nc3ccc(Cl)c(Cl)c3F)ncnc2cc1OCC1C[C@@H]2CN(C)C[C@@H]2C1. The result is 0 (non-blocker). (8) The result is 0 (non-blocker). The drug is CC(C)c1cc(C#N)cc2nc(-c3ccc(C(=O)NC[C@H]4CC[C@H](c5ccc(C(F)(F)F)cc5)CC4)cc3)oc12. (9) The molecule is CCOC(=O)C1=C(CN2CCOC(CC(=O)O)C2)NC(c2nccs2)=NC1c1ccc(F)cc1Br. The result is 0 (non-blocker). (10) The molecule is CC(C(=O)N[C@]1(c2ccccc2)CC[C@@H](N2CCC3(CCCO3)CC2)CC1)c1cc(C(F)(F)F)cc(C(F)(F)F)c1. The result is 1 (blocker).